This data is from NCI-60 drug combinations with 297,098 pairs across 59 cell lines. The task is: Regression. Given two drug SMILES strings and cell line genomic features, predict the synergy score measuring deviation from expected non-interaction effect. (1) Drug 1: CC1CCCC2(C(O2)CC(NC(=O)CC(C(C(=O)C(C1O)C)(C)C)O)C(=CC3=CSC(=N3)C)C)C. Drug 2: CC12CCC3C(C1CCC2OP(=O)(O)O)CCC4=C3C=CC(=C4)OC(=O)N(CCCl)CCCl.[Na+]. Cell line: UACC62. Synergy scores: CSS=50.7, Synergy_ZIP=-1.71, Synergy_Bliss=-7.13, Synergy_Loewe=-21.6, Synergy_HSA=-1.37. (2) Drug 1: CC(CN1CC(=O)NC(=O)C1)N2CC(=O)NC(=O)C2. Drug 2: CC1=CC2C(CCC3(C2CCC3(C(=O)C)OC(=O)C)C)C4(C1=CC(=O)CC4)C. Cell line: OVCAR3. Synergy scores: CSS=21.3, Synergy_ZIP=5.77, Synergy_Bliss=13.6, Synergy_Loewe=10.7, Synergy_HSA=11.1. (3) Drug 1: CS(=O)(=O)C1=CC(=C(C=C1)C(=O)NC2=CC(=C(C=C2)Cl)C3=CC=CC=N3)Cl. Drug 2: C#CCC(CC1=CN=C2C(=N1)C(=NC(=N2)N)N)C3=CC=C(C=C3)C(=O)NC(CCC(=O)O)C(=O)O. Cell line: HL-60(TB). Synergy scores: CSS=1.94, Synergy_ZIP=-14.4, Synergy_Bliss=-25.2, Synergy_Loewe=-55.9, Synergy_HSA=-27.1.